From a dataset of Catalyst prediction with 721,799 reactions and 888 catalyst types from USPTO. Predict which catalyst facilitates the given reaction. Reactant: [C:9](O[C:9]([O:11][C:12]([CH3:15])([CH3:14])[CH3:13])=[O:10])([O:11][C:12]([CH3:15])([CH3:14])[CH3:13])=[O:10].[Cl:16][C:17]1[NH:18][CH:19]=[CH:20][N:21]=1.[OH-].[Na+].O1[CH2:28][CH2:27][CH2:26][CH2:25]1. Product: [C:12]([O:11][C:9]([N:18]1[C:19]2[CH:25]=[CH:26][CH:27]=[CH:28][C:20]=2[N:21]=[C:17]1[Cl:16])=[O:10])([CH3:13])([CH3:14])[CH3:15]. The catalyst class is: 6.